From a dataset of Full USPTO retrosynthesis dataset with 1.9M reactions from patents (1976-2016). Predict the reactants needed to synthesize the given product. Given the product [CH3:1][O:2][C:3]1[CH:4]=[C:5]([CH:6]([C:12]2[CH:17]=[CH:16][CH:15]=[C:14]([O:18][CH3:19])[CH:13]=2)[OH:7])[CH:8]=[CH:9][CH:10]=1, predict the reactants needed to synthesize it. The reactants are: [CH3:1][O:2][C:3]1[CH:4]=[C:5]([CH:8]=[CH:9][CH:10]=1)[CH:6]=[O:7].Br[C:12]1[CH:17]=[CH:16][CH:15]=[C:14]([O:18][CH3:19])[CH:13]=1.C([Li])CCC.COC1C=C(C(C2C=CC=C(OC)C=2)=CC#N)C=C(OC)C=1.